This data is from Forward reaction prediction with 1.9M reactions from USPTO patents (1976-2016). The task is: Predict the product of the given reaction. (1) Given the reactants [CH:1]1([N:6]2[C:14]3[CH:13]=[CH:12][NH:11][C:10](=[O:15])[C:9]=3[C:8]([C:16]3[CH:24]=[CH:23][C:19]([C:20]([NH2:22])=O)=[CH:18][CH:17]=3)=[N:7]2)[CH2:5][CH2:4][CH2:3][CH2:2]1.C(N(CC)CC)C.FC(F)(F)C(OC(=O)C(F)(F)F)=O.[Cl-].[NH4+], predict the reaction product. The product is: [CH:1]1([N:6]2[C:14]3[CH:13]=[CH:12][NH:11][C:10](=[O:15])[C:9]=3[C:8]([C:16]3[CH:17]=[CH:18][C:19]([C:20]#[N:22])=[CH:23][CH:24]=3)=[N:7]2)[CH2:5][CH2:4][CH2:3][CH2:2]1. (2) Given the reactants [NH2:1][C:2]1[CH:15]=[CH:14][C:5]2[NH:6][C:7](=[O:13])[CH2:8][CH2:9][C:10]([CH3:12])([CH3:11])[C:4]=2[CH:3]=1.Cl[C:17]1[N:22]=[C:21]([NH:23][C:24]2[C:29]([S:30]([CH:33]([CH3:35])[CH3:34])(=[O:32])=[O:31])=[CH:28][CH:27]=[CH:26][C:25]=2[F:36])[C:20]([Cl:37])=[CH:19][N:18]=1, predict the reaction product. The product is: [Cl:37][C:20]1[C:21]([NH:23][C:24]2[C:29]([S:30]([CH:33]([CH3:34])[CH3:35])(=[O:32])=[O:31])=[CH:28][CH:27]=[CH:26][C:25]=2[F:36])=[N:22][C:17]([NH:1][C:2]2[CH:15]=[CH:14][C:5]3[NH:6][C:7](=[O:13])[CH2:8][CH2:9][C:10]([CH3:12])([CH3:11])[C:4]=3[CH:3]=2)=[N:18][CH:19]=1.